From a dataset of Full USPTO retrosynthesis dataset with 1.9M reactions from patents (1976-2016). Predict the reactants needed to synthesize the given product. (1) Given the product [C:50]([Si:40]1([C:36]([CH3:39])([CH3:38])[CH3:37])[O:45][C@H:44]2[C@H:46]([O:49][C:21]3[N:22]([CH2:23][O:24][CH2:25][CH2:26][Si:27]([CH3:30])([CH3:29])[CH3:28])[C:17]4[C:18]([N:20]=3)=[N:19][C:14]([C:11]3[CH:12]=[CH:13][C:8]([Br:7])=[CH:9][CH:10]=3)=[C:15]([Cl:35])[CH:16]=4)[CH2:47][O:48][C@@H:43]2[CH2:42][O:41]1)([CH3:53])([CH3:52])[CH3:51], predict the reactants needed to synthesize it. The reactants are: C(=O)([O-])[O-].[Cs+].[Cs+].[Br:7][C:8]1[CH:13]=[CH:12][C:11]([C:14]2[N:19]=[C:18]3[N:20]=[C:21](S(C)(=O)=O)[N:22]([CH2:23][O:24][CH2:25][CH2:26][Si:27]([CH3:30])([CH3:29])[CH3:28])[C:17]3=[CH:16][C:15]=2[Cl:35])=[CH:10][CH:9]=1.[C:36]([Si:40]1([C:50]([CH3:53])([CH3:52])[CH3:51])[O:45][C@H:44]2[C@H:46]([OH:49])[CH2:47][O:48][C@@H:43]2[CH2:42][O:41]1)([CH3:39])([CH3:38])[CH3:37]. (2) Given the product [CH2:15]([N:14]1[C:12]2[CH:13]=[C:8]([NH:7][C:6](=[O:5])[CH3:35])[N:9]=[CH:10][C:11]=2[N:22]=[C:23]1[C:25]1[CH:30]=[C:29]([CH3:31])[C:28](=[O:32])[N:27]([CH3:33])[CH:26]=1)[C:16]1[CH:17]=[CH:18][CH:19]=[CH:20][CH:21]=1, predict the reactants needed to synthesize it. The reactants are: C([O:5][C:6](=O)[NH:7][C:8]1[CH:13]=[C:12]([NH:14][CH2:15][C:16]2[CH:21]=[CH:20][CH:19]=[CH:18][CH:17]=2)[C:11]([NH:22][C:23]([C:25]2[CH:30]=[C:29]([CH3:31])[C:28](=[O:32])[N:27]([CH3:33])[CH:26]=2)=O)=[CH:10][N:9]=1)(C)(C)C.[C:35](O)(=O)C. (3) Given the product [C:14]1(/[CH:13]=[CH:12]/[C:11]2[NH:26][N:25]=[C:9]([C:7]3[O:8][C:4]4[CH:3]=[C:2]([OH:1])[CH:23]=[CH:22][C:5]=4[CH:6]=3)[CH:10]=2)[CH:19]=[CH:18][CH:17]=[CH:16][CH:15]=1, predict the reactants needed to synthesize it. The reactants are: [OH:1][C:2]1[CH:23]=[CH:22][C:5]2[CH:6]=[C:7]([C:9](=O)[CH2:10][C:11](=O)/[CH:12]=[CH:13]/[C:14]3[CH:19]=[CH:18][CH:17]=[CH:16][CH:15]=3)[O:8][C:4]=2[CH:3]=1.O.[NH2:25][NH2:26]. (4) Given the product [F:16][C:17]1[CH:18]=[C:19]([C:20]2[N:21]=[C:4]([OH:15])[C:5]([CH2:6][C:7]([OH:9])=[O:8])=[C:12]([CH3:13])[N:22]=2)[CH:23]=[CH:24][C:25]=1[O:26][CH3:27], predict the reactants needed to synthesize it. The reactants are: C(O[C:4](=[O:15])[CH:5]([C:12](=O)[CH3:13])[CH2:6][C:7]([O:9]CC)=[O:8])C.[F:16][C:17]1[CH:18]=[C:19]([CH:23]=[CH:24][C:25]=1[O:26][CH3:27])[C:20](=[NH:22])[NH2:21].[O-]CC.[Na+]. (5) Given the product [CH2:1]([NH:5][C:6]([NH:8][CH2:9][C:10]([OH:12])=[O:11])=[O:7])[CH:2]([CH3:4])[CH3:3], predict the reactants needed to synthesize it. The reactants are: [CH2:1]([NH:5][C:6]([NH:8][CH2:9][C:10]([O:12]CC1C=CC=CC=1)=[O:11])=[O:7])[CH:2]([CH3:4])[CH3:3]. (6) Given the product [Cl:1][C:2]1[CH:7]=[C:6]([NH2:8])[C:5]([NH:11][CH:12]2[CH2:16][CH2:15][S:14](=[O:17])(=[O:18])[CH2:13]2)=[C:4]([F:19])[CH:3]=1, predict the reactants needed to synthesize it. The reactants are: [Cl:1][C:2]1[CH:7]=[C:6]([N+:8]([O-])=O)[C:5]([NH:11][CH:12]2[CH2:16][CH2:15][S:14](=[O:18])(=[O:17])[CH2:13]2)=[C:4]([F:19])[CH:3]=1. (7) Given the product [NH:10]1[C:11]2[C:16](=[CH:15][CH:14]=[CH:13][CH:12]=2)[C:8]([C:7]2[N:6]([CH3:24])[N:5]=[C:4]([CH3:25])[C:3]=2[CH:1]=[O:2])=[CH:9]1, predict the reactants needed to synthesize it. The reactants are: [CH:1]([C:3]1[C:4]([CH3:25])=[N:5][N:6]([CH3:24])[C:7]=1[C:8]1[C:16]2[C:11](=[CH:12][CH:13]=[CH:14][CH:15]=2)[N:10](C(OC(C)(C)C)=O)[CH:9]=1)=[O:2].ClC1N(C)N=C(C)C=1C=O.